From a dataset of Forward reaction prediction with 1.9M reactions from USPTO patents (1976-2016). Predict the product of the given reaction. (1) Given the reactants [Cl:1][C:2]1[C:3](=[O:14])O[C:5](=[O:13])[C:6]=1[C:7]1[CH:12]=[CH:11][CH:10]=[CH:9][CH:8]=1.Cl.Cl.[CH3:17][N:18]([CH3:27])[C:19]1[CH:26]=[CH:25][C:22]([CH2:23][NH2:24])=[CH:21][CH:20]=1.C(N(CC)CC)C, predict the reaction product. The product is: [Cl:1][C:2]1[C:3](=[O:14])[N:24]([CH2:23][C:22]2[CH:25]=[CH:26][C:19]([N:18]([CH3:27])[CH3:17])=[CH:20][CH:21]=2)[C:5](=[O:13])[C:6]=1[C:7]1[CH:8]=[CH:9][CH:10]=[CH:11][CH:12]=1. (2) Given the reactants [F:1][C:2]1([F:14])[O:6][C:5]2[CH:7]=[CH:8][C:9]([C:11]([OH:13])=O)=[CH:10][C:4]=2[O:3]1.O[N:16]=[C:17]([NH2:24])[C:18]1[CH:23]=[CH:22][CH:21]=[N:20][CH:19]=1.N, predict the reaction product. The product is: [F:14][C:2]1([F:1])[O:6][C:5]2[CH:7]=[CH:8][C:9]([C:11]3[O:13][N:24]=[C:17]([C:18]4[CH:19]=[N:20][CH:21]=[CH:22][CH:23]=4)[N:16]=3)=[CH:10][C:4]=2[O:3]1. (3) Given the reactants [NH:1]1[C:9]2[C:4](=[C:5]([NH:10][C:11]3[N:23]=[CH:22][C:21]([CH:24]4[CH2:26][CH2:25]4)=[CH:20][C:12]=3[C:13]([O:15][C:16]([CH3:19])([CH3:18])[CH3:17])=[O:14])[CH:6]=[CH:7][CH:8]=2)[CH:3]=[CH:2]1.CC(C)([O-])C.[K+].Br[CH2:34][CH:35]1[CH2:40][CH2:39][CH2:38][CH2:37][CH2:36]1.O, predict the reaction product. The product is: [CH:35]1([CH2:34][N:1]2[C:9]3[C:4](=[C:5]([NH:10][C:11]4[N:23]=[CH:22][C:21]([CH:24]5[CH2:26][CH2:25]5)=[CH:20][C:12]=4[C:13]([O:15][C:16]([CH3:18])([CH3:19])[CH3:17])=[O:14])[CH:6]=[CH:7][CH:8]=3)[CH:3]=[CH:2]2)[CH2:40][CH2:39][CH2:38][CH2:37][CH2:36]1. (4) Given the reactants [NH2:1][C:2]1[C:3]([F:21])=[C:4]([C:9]([C:11]2[C:19]3[C:14](=[N:15][CH:16]=[C:17]([Cl:20])[CH:18]=3)[NH:13][CH:12]=2)=[O:10])[C:5]([F:8])=[CH:6][CH:7]=1.[F:22][C:23]1[CH:24]=[C:25]([S:30](Cl)(=[O:32])=[O:31])[CH:26]=[C:27]([F:29])[CH:28]=1.N1C=CC=CC=1, predict the reaction product. The product is: [Cl:20][C:17]1[CH:18]=[C:19]2[C:11]([C:9]([C:4]3[C:3]([F:21])=[C:2]([NH:1][S:30]([C:25]4[CH:24]=[C:23]([F:22])[CH:28]=[C:27]([F:29])[CH:26]=4)(=[O:32])=[O:31])[CH:7]=[CH:6][C:5]=3[F:8])=[O:10])=[CH:12][NH:13][C:14]2=[N:15][CH:16]=1. (5) The product is: [OH:62][C:59]1[CH:60]=[CH:61][C:56]([CH:48]([C:49]2[CH:50]=[CH:51][C:52]([OH:55])=[CH:53][CH:54]=2)[CH2:47][NH:46][C:11]2[N:10]=[C:9]([Cl:8])[N:17]=[C:16]3[C:12]=2[N:13]=[CH:14][N:15]3[C@@H:18]2[CH2:22][C@H:21]([NH:23][C:24](=[O:27])[CH2:25][CH3:26])[C@@H:20]([OH:28])[C@H:19]2[OH:29])=[CH:57][CH:58]=1. Given the reactants FC(F)(F)C(O)=O.[Cl:8][C:9]1[N:17]=[C:16]2[C:12]([N:13]=[CH:14][N:15]2[C@@H:18]2[CH2:22][C@H:21]([NH:23][C:24](=[O:27])[CH2:25][CH3:26])[C@@H:20]([OH:28])[C@H:19]2[OH:29])=[C:11](NCC(C2C=CC(F)=CC=2)C2C=CC=CC=2)[N:10]=1.[NH2:46][CH2:47][CH:48]([C:56]1[CH:61]=[CH:60][C:59]([OH:62])=[CH:58][CH:57]=1)[C:49]1[CH:54]=[CH:53][C:52]([OH:55])=[CH:51][CH:50]=1, predict the reaction product. (6) The product is: [Br:19][C:20]1[CH:25]=[CH:24][CH:23]=[CH:22][C:21]=1[C:26]([N:28]1[CH2:34][CH:33]2[CH:30]([CH2:31][N:32]2[C:9]2[N:8]=[C:15]([CH3:14])[CH:16]=[CH:11][N:10]=2)[CH2:29]1)=[O:27]. Given the reactants C12[N:8]([C:9]3C=N[C:16]4[C:11](=CC=[CH:14][CH:15]=4)[N:10]=3)CC1CCNC2.[Br:19][C:20]1[CH:25]=[CH:24][CH:23]=[CH:22][C:21]=1[C:26]([N:28]1[CH2:34][CH:33]2[CH:30]([CH2:31][NH:32]2)[CH2:29]1)=[O:27].ClC1N=C(C)C=CN=1, predict the reaction product. (7) Given the reactants [N+:1]([C:4]1[CH:9]=[CH:8][C:7]([OH:10])=[CH:6][CH:5]=1)([O-:3])=[O:2].[CH2:11](Br)[C:12]#[CH:13].[OH-].[Na+], predict the reaction product. The product is: [N+:1]([C:4]1[CH:9]=[CH:8][C:7]([O:10][CH2:13][C:12]#[CH:11])=[CH:6][CH:5]=1)([O-:3])=[O:2]. (8) Given the reactants [CH2:1]([C:3]1[CH:8]=[C:7]([CH2:9][CH3:10])[CH:6]=[C:5]([CH2:11][CH3:12])[CH:4]=1)[CH3:2].C=O.[BrH:15].O.[C:17](O)(=O)C, predict the reaction product. The product is: [CH2:11]([C:5]1[CH:6]=[C:7]([CH2:9][CH3:10])[CH:8]=[C:3]([CH2:1][CH3:2])[C:4]=1[CH2:17][Br:15])[CH3:12]. (9) The product is: [F:1][C:2]1[CH:12]=[CH:11][C:5]2[N:6]([CH:17]=[C:18]([C:19]([O:21][CH2:22][CH3:23])=[O:20])[C:24]([O:26][CH2:27][CH3:28])=[O:25])[C@@H:7]([CH3:10])[CH2:8][O:9][C:4]=2[C:3]=1[F:13]. Given the reactants [F:1][C:2]1[CH:12]=[CH:11][C:5]2[NH:6][C@@H:7]([CH3:10])[CH2:8][O:9][C:4]=2[C:3]=1[F:13].C(O[CH:17]=[C:18]([C:24]([O:26][CH2:27][CH3:28])=[O:25])[C:19]([O:21][CH2:22][CH3:23])=[O:20])C, predict the reaction product. (10) Given the reactants [F:1][C:2]([S:5][C:6]1[CH:7]=[C:8]([C:12](=O)[CH:13]=O)[CH:9]=[CH:10][CH:11]=1)([F:4])[F:3].I.[F:17][C:18]1[CH:23]=[C:22]([F:24])[CH:21]=[CH:20][C:19]=1[C:25]([NH:27][NH2:28])=[NH:26], predict the reaction product. The product is: [F:17][C:18]1[CH:23]=[C:22]([F:24])[CH:21]=[CH:20][C:19]=1[C:25]1[N:27]=[N:28][CH:13]=[C:12]([C:8]2[CH:9]=[CH:10][CH:11]=[C:6]([S:5][C:2]([F:4])([F:3])[F:1])[CH:7]=2)[N:26]=1.